Dataset: NCI-60 drug combinations with 297,098 pairs across 59 cell lines. Task: Regression. Given two drug SMILES strings and cell line genomic features, predict the synergy score measuring deviation from expected non-interaction effect. (1) Drug 1: CC=C1C(=O)NC(C(=O)OC2CC(=O)NC(C(=O)NC(CSSCCC=C2)C(=O)N1)C(C)C)C(C)C. Drug 2: CCC1(C2=C(COC1=O)C(=O)N3CC4=CC5=C(C=CC(=C5CN(C)C)O)N=C4C3=C2)O.Cl. Cell line: SN12C. Synergy scores: CSS=58.7, Synergy_ZIP=3.54, Synergy_Bliss=2.85, Synergy_Loewe=1.89, Synergy_HSA=3.15. (2) Drug 1: C1=NC2=C(N1)C(=S)N=C(N2)N. Drug 2: CCC1=C2CN3C(=CC4=C(C3=O)COC(=O)C4(CC)O)C2=NC5=C1C=C(C=C5)O. Cell line: SF-295. Synergy scores: CSS=49.2, Synergy_ZIP=0.139, Synergy_Bliss=-0.137, Synergy_Loewe=1.92, Synergy_HSA=4.59.